The task is: Predict the reaction yield, written as a fraction of the theoretical maximum amount of product (1.0 means a 100% yield; for example, 0.34 means a 34% yield).. This data is from Reaction yield outcomes from USPTO patents with 853,638 reactions. (1) The reactants are [C:1]([C:3]1[CH:8]=[CH:7][C:6]([C:9]2[N:13]3[CH:14]=[C:15]([C:18]4[CH:28]=[CH:27][C:21]([C:22]([O:24]CC)=[O:23])=[CH:20][CH:19]=4)[CH:16]=[CH:17][C:12]3=[N:11][CH:10]=2)=[CH:5][CH:4]=1)#[N:2].[Li+].[OH-]. The catalyst is C1COCC1.O.CO. The product is [C:1]([C:3]1[CH:4]=[CH:5][C:6]([C:9]2[N:13]3[CH:14]=[C:15]([C:18]4[CH:28]=[CH:27][C:21]([C:22]([OH:24])=[O:23])=[CH:20][CH:19]=4)[CH:16]=[CH:17][C:12]3=[N:11][CH:10]=2)=[CH:7][CH:8]=1)#[N:2]. The yield is 0.370. (2) The reactants are [CH2:1]([O:3][C:4](=[O:15])[CH:5]([NH:7][CH2:8][C:9]1[CH:14]=[CH:13][CH:12]=[CH:11][CH:10]=1)[CH3:6])[CH3:2].[O-]S([O-])(=O)=O.[Mg+2].C(O)(=O)C.[Cl:26][CH2:27][CH:28]=O.C(O[BH-](OC(=O)C)OC(=O)C)(=O)C.[Na+]. The catalyst is C(Cl)Cl. The product is [CH2:1]([O:3][C:4](=[O:15])[CH:5]([N:7]([CH2:8][C:9]1[CH:14]=[CH:13][CH:12]=[CH:11][CH:10]=1)[CH2:28][CH2:27][Cl:26])[CH3:6])[CH3:2]. The yield is 0.850. (3) The reactants are N[C:2]1[S:3][C:4]([CH3:11])=[C:5]([C:7]([O:9][CH3:10])=[O:8])[N:6]=1.N(OC(C)(C)C)=O. The catalyst is O1CCCC1.O. The product is [CH3:11][C:4]1[S:3][CH:2]=[N:6][C:5]=1[C:7]([O:9][CH3:10])=[O:8]. The yield is 0.600.